Task: Regression. Given two drug SMILES strings and cell line genomic features, predict the synergy score measuring deviation from expected non-interaction effect.. Dataset: NCI-60 drug combinations with 297,098 pairs across 59 cell lines Drug 1: CC12CCC(CC1=CCC3C2CCC4(C3CC=C4C5=CN=CC=C5)C)O. Drug 2: C1=CC(=CC=C1CCCC(=O)O)N(CCCl)CCCl. Cell line: SNB-19. Synergy scores: CSS=8.68, Synergy_ZIP=-0.132, Synergy_Bliss=3.28, Synergy_Loewe=1.71, Synergy_HSA=3.36.